This data is from Forward reaction prediction with 1.9M reactions from USPTO patents (1976-2016). The task is: Predict the product of the given reaction. (1) The product is: [F:30][C:27]([F:28])([F:29])[O:26][C:23]1[CH:24]=[CH:25][C:20]([N:17]2[CH2:18][CH2:19][N:14]([C:11]3[CH:12]=[CH:13][C:8]([OH:7])=[CH:9][CH:10]=3)[CH2:15][CH2:16]2)=[CH:21][CH:22]=1. Given the reactants O1CCCCC1[O:7][C:8]1[CH:13]=[CH:12][C:11]([N:14]2[CH2:19][CH2:18][N:17]([C:20]3[CH:25]=[CH:24][C:23]([O:26][C:27]([F:30])([F:29])[F:28])=[CH:22][CH:21]=3)[CH2:16][CH2:15]2)=[CH:10][CH:9]=1.C1(C)C=CC(S([O-])(=O)=O)=CC=1.[NH+]1C=CC=CC=1, predict the reaction product. (2) Given the reactants [CH:1]([NH:4][C:5]1[CH:13]=[CH:12][C:8]([C:9]([O-:11])=O)=[CH:7][N:6]=1)([CH3:3])[CH3:2].C([NH3+])(C)C.S(Cl)(Cl)=O.[NH2:22][C:23]1[CH:24]=[C:25]([C:31]([N:33]2[CH2:38][CH2:37][CH:36]([C:39]3[CH:44]=[CH:43][C:42]([C:45]4[CH:46]=[N:47][N:48]([CH3:50])[CH:49]=4)=[CH:41][CH:40]=3)[CH2:35][CH2:34]2)=[O:32])[CH:26]=[CH:27][C:28]=1[NH:29][CH3:30].N1C=CC=CC=1, predict the reaction product. The product is: [CH:1]([NH:4][C:5]1[CH:13]=[CH:12][C:8]([C:9]([NH:22][C:23]2[CH:24]=[C:25]([C:31]([N:33]3[CH2:38][CH2:37][CH:36]([C:39]4[CH:44]=[CH:43][C:42]([C:45]5[CH:46]=[N:47][N:48]([CH3:50])[CH:49]=5)=[CH:41][CH:40]=4)[CH2:35][CH2:34]3)=[O:32])[CH:26]=[CH:27][C:28]=2[NH:29][CH3:30])=[O:11])=[CH:7][N:6]=1)([CH3:2])[CH3:3]. (3) Given the reactants [F:1][C:2]1[CH:3]=[C:4]([CH:6]=[CH:7][CH:8]=1)[NH2:5].CC(C)([O-])C.[K+].C(S[C:18]1[N:23]2[CH:24]=[CH:25][N:26]=[C:22]2[CH:21]=[C:20]([C:27]2[CH:32]=[CH:31][C:30]([O:33][CH3:34])=[C:29]([O:35][CH3:36])[CH:28]=2)[N:19]=1)C, predict the reaction product. The product is: [F:1][C:2]1[CH:3]=[C:4]([NH:5][C:18]2[N:23]3[CH:24]=[CH:25][N:26]=[C:22]3[CH:21]=[C:20]([C:27]3[CH:32]=[CH:31][C:30]([O:33][CH3:34])=[C:29]([O:35][CH3:36])[CH:28]=3)[N:19]=2)[CH:6]=[CH:7][CH:8]=1.